Dataset: Experimentally validated miRNA-target interactions with 360,000+ pairs, plus equal number of negative samples. Task: Binary Classification. Given a miRNA mature sequence and a target amino acid sequence, predict their likelihood of interaction. (1) The miRNA is hsa-miR-526b-5p with sequence CUCUUGAGGGAAGCACUUUCUGU. Result: 0 (no interaction). The protein sequence of the target gene is MAAAAGSCARVAAWGGKLRRGLAVSRQAVRSPGPLAAAVAGAALAGAGAAWHHSRVSVAARDGSFTVSAQKNVEHGIIYIGKPSLRKQRFMQFSSLEHEGEYYMTPRDFLFSVMFEQMERKTSVKKLTKKDIEDTLSGIQTAGCGSTFFRDLGDKGLISYTEYLFLLTILTKPHSGFHVAFKMLDTDGNEMIEKREFFKLQKIISKQDDLMTVKTNETGYQEAIVKEPEINTTLQMRFFGKRGQRKLHYKEFRRFMENLQTEIQEMEFLQFSKGLSFMRKEDFAEWLLFFTNTENKDIYW.... (2) Result: 0 (no interaction). The miRNA is hsa-miR-6762-5p with sequence CGGGGCCAUGGAGCAGCCUGUGU. The protein sequence of the target gene is MNPSTPSYPTASLYVGDLHPDVTEAMLYEKFSPAGPILSIRICRDLITSGSSNYAYVNFQHTKDAEHALDTMNFDVIKGKPVRIMWSQRDPSLRKSGVGNIFVKNLDKSINNKALYDTVSAFGNILSCNVVCDENGSKGYGFVHFETHEAAERAIKKMNGMLLNGRKVFVGQFKSRKEREAELGARAKEFPNVYIKNFGEDMDDERLKDLFGKFGPALSVKVMTDESGKSKGFGFVSFERHEDAQKAVDEMNGKELNGKQIYVGRAQKKVERQTELKRTFEQMKQDRITRYQVVNLYVKN.... (3) The miRNA is hsa-miR-6880-5p with sequence UGGUGGAGGAAGAGGGCAGCUC. Result: 0 (no interaction). The protein sequence of the target gene is MWRVRKRGYFGIWSFPLIIAAVCAQSVNDPSNMSLVKETVDRLLKGYDIRLRPDFGGPPVAVGMNIDIASIDMVSEVNMDYTLTMYFQQAWRDKRLSYNVIPLNLTLDNRVADQLWVPDTYFLNDKKSFVHGVTVKNRMIRLHPDGTVLYGLRITTTAACMMDLRRYPLDEQNCTLEIESYGYTTDDIEFYWRGDDNAVTGVTKIELPQFSIVDYKLITKKVVFSTGSYPRLSLSFKLKRNIGYFILQTYMPSILITILSWVSFWINYDASAARVALGITTVLTMTTINTHLRETLPKIP.... (4) The miRNA is hsa-miR-4490 with sequence UCUGGUAAGAGAUUUGGGCAUA. The protein sequence of the target gene is MGHTRRQGTSPSKCPYLNFFQLLVLAGLSHFCSGVIHVTKEVKEVATLSCGHNVSVEELAQTRIYWQKEKKMVLTMMSGDMNIWPEYKNRTIFDITNNLSIVILALRPSDEGTYECVVLKYEKDAFKREHLAEVTLSVKADFPTPSISDFEIPTSNIRRIICSTSGGFPEPHLSWLENGEELNAINTTVSQDPETELYAVSSKLDFNMTTNHSFMCLIKYGHLRVNQTFNWNTTKQEHFPDNLLPSWAITLISVNGIFVICCLTYCFAPRCRERRRNERLRRESVRPV. Result: 0 (no interaction). (5) The miRNA is hsa-miR-140-5p with sequence CAGUGGUUUUACCCUAUGGUAG. The protein sequence of the target gene is MESGRGSSTPPGPIAALGMPDTGPGSSSLGKLQALPVGPRAHCGDPVSLAAAGDGSPDIGPTGELSGSLKIPNRDSGIDSPSSSVAGENFPCEEGLEAGPSPTVLGAHAEMALDSQVPKVTPQEEADSDVGEEPDSENTPQKADKDAGLAQHSGPQKLLHIAQELLHTEETYVKRLHLLDQVFCTRLTDAGIPPEVIMGIFSNISSIHRFHGQFLLPELKTRITEEWDTNPRLGDILQKLAPFLKMYGEYVKNFDRAVGLVSTWTQRSPLFKDVVHSIQKQEVCGNLTLQHHMLEPVQRV.... Result: 0 (no interaction).